From a dataset of NCI-60 drug combinations with 297,098 pairs across 59 cell lines. Regression. Given two drug SMILES strings and cell line genomic features, predict the synergy score measuring deviation from expected non-interaction effect. (1) Drug 1: C1=CC(=C2C(=C1NCCNCCO)C(=O)C3=C(C=CC(=C3C2=O)O)O)NCCNCCO. Drug 2: CN(C(=O)NC(C=O)C(C(C(CO)O)O)O)N=O. Cell line: A498. Synergy scores: CSS=35.8, Synergy_ZIP=3.89, Synergy_Bliss=4.49, Synergy_Loewe=-24.7, Synergy_HSA=4.36. (2) Drug 1: C1CCC(C1)C(CC#N)N2C=C(C=N2)C3=C4C=CNC4=NC=N3. Drug 2: CC1=C2C(C(=O)C3(C(CC4C(C3C(C(C2(C)C)(CC1OC(=O)C(C(C5=CC=CC=C5)NC(=O)OC(C)(C)C)O)O)OC(=O)C6=CC=CC=C6)(CO4)OC(=O)C)OC)C)OC. Cell line: HL-60(TB). Synergy scores: CSS=61.6, Synergy_ZIP=11.4, Synergy_Bliss=11.6, Synergy_Loewe=-40.6, Synergy_HSA=5.89. (3) Drug 1: CN(C)N=NC1=C(NC=N1)C(=O)N. Drug 2: CC1C(C(=O)NC(C(=O)N2CCCC2C(=O)N(CC(=O)N(C(C(=O)O1)C(C)C)C)C)C(C)C)NC(=O)C3=C4C(=C(C=C3)C)OC5=C(C(=O)C(=C(C5=N4)C(=O)NC6C(OC(=O)C(N(C(=O)CN(C(=O)C7CCCN7C(=O)C(NC6=O)C(C)C)C)C)C(C)C)C)N)C. Cell line: SR. Synergy scores: CSS=68.6, Synergy_ZIP=34.4, Synergy_Bliss=29.6, Synergy_Loewe=-52.3, Synergy_HSA=31.3. (4) Drug 1: C1CN1P(=S)(N2CC2)N3CC3. Drug 2: CC12CCC3C(C1CCC2OP(=O)(O)O)CCC4=C3C=CC(=C4)OC(=O)N(CCCl)CCCl.[Na+]. Cell line: PC-3. Synergy scores: CSS=19.9, Synergy_ZIP=-1.43, Synergy_Bliss=4.34, Synergy_Loewe=0.781, Synergy_HSA=5.81. (5) Synergy scores: CSS=-2.97, Synergy_ZIP=-0.112, Synergy_Bliss=5.35, Synergy_Loewe=-0.651, Synergy_HSA=0.516. Cell line: MDA-MB-231. Drug 2: CC12CCC3C(C1CCC2O)C(CC4=C3C=CC(=C4)O)CCCCCCCCCS(=O)CCCC(C(F)(F)F)(F)F. Drug 1: CCC1(CC2CC(C3=C(CCN(C2)C1)C4=CC=CC=C4N3)(C5=C(C=C6C(=C5)C78CCN9C7C(C=CC9)(C(C(C8N6C)(C(=O)OC)O)OC(=O)C)CC)OC)C(=O)OC)O.OS(=O)(=O)O. (6) Drug 1: C1=NC(=NC(=O)N1C2C(C(C(O2)CO)O)O)N. Cell line: HCT-15. Synergy scores: CSS=41.3, Synergy_ZIP=-1.56, Synergy_Bliss=0.740, Synergy_Loewe=1.99, Synergy_HSA=3.31. Drug 2: C1CN1C2=NC(=NC(=N2)N3CC3)N4CC4. (7) Drug 1: C1=CC(=CC=C1C#N)C(C2=CC=C(C=C2)C#N)N3C=NC=N3. Drug 2: C(CN)CNCCSP(=O)(O)O. Cell line: OVCAR3. Synergy scores: CSS=1.54, Synergy_ZIP=1.91, Synergy_Bliss=-0.262, Synergy_Loewe=0.338, Synergy_HSA=-3.69. (8) Drug 1: C1=CC(=CC=C1CCC2=CNC3=C2C(=O)NC(=N3)N)C(=O)NC(CCC(=O)O)C(=O)O. Drug 2: C1=CN(C(=O)N=C1N)C2C(C(C(O2)CO)O)O.Cl. Cell line: CAKI-1. Synergy scores: CSS=48.7, Synergy_ZIP=-8.31, Synergy_Bliss=-6.81, Synergy_Loewe=-4.28, Synergy_HSA=-0.341. (9) Drug 1: CNC(=O)C1=CC=CC=C1SC2=CC3=C(C=C2)C(=NN3)C=CC4=CC=CC=N4. Drug 2: CN(C)C1=NC(=NC(=N1)N(C)C)N(C)C. Cell line: HCT-15. Synergy scores: CSS=-0.527, Synergy_ZIP=0.659, Synergy_Bliss=0.0181, Synergy_Loewe=-7.03, Synergy_HSA=-3.86. (10) Drug 1: CCCCC(=O)OCC(=O)C1(CC(C2=C(C1)C(=C3C(=C2O)C(=O)C4=C(C3=O)C=CC=C4OC)O)OC5CC(C(C(O5)C)O)NC(=O)C(F)(F)F)O. Drug 2: CN1C2=C(C=C(C=C2)N(CCCl)CCCl)N=C1CCCC(=O)O.Cl. Cell line: HS 578T. Synergy scores: CSS=9.09, Synergy_ZIP=-1.46, Synergy_Bliss=-2.74, Synergy_Loewe=-16.5, Synergy_HSA=-2.79.